From a dataset of Full USPTO retrosynthesis dataset with 1.9M reactions from patents (1976-2016). Predict the reactants needed to synthesize the given product. (1) The reactants are: [Br:1][C:2]1[CH:11]=[C:10]2[C:5]([CH:6]([NH:14][C:15](=O)OC(C)(C)C)[CH2:7][C:8]([CH3:13])([CH3:12])[O:9]2)=[CH:4][C:3]=1[CH3:22].O(C(OC(C)(C)C)=O)[C:24](OC(C)(C)C)=O.C(N(CC)CC)C.O. Given the product [Br:1][C:2]1[CH:11]=[C:10]2[C:5]([CH:6]([N:14]([CH3:15])[CH3:24])[CH2:7][C:8]([CH3:12])([CH3:13])[O:9]2)=[CH:4][C:3]=1[CH3:22], predict the reactants needed to synthesize it. (2) Given the product [F:36][C:33]1[CH:32]=[CH:31][C:30]([N:27]2[C:22]3[CH:23]=[C:24]4[C@:19]([CH2:37][O:38][CH3:39])([CH2:20][C:21]=3[CH:29]=[N:28]2)[CH2:18][N:17]([S:14]([C:11]2[CH:10]=[CH:9][C:8]([N:3]3[CH2:4][CH2:5][CH2:6][C@H:2]3[CH3:1])=[CH:13][CH:12]=2)(=[O:16])=[O:15])[CH2:26][CH2:25]4)=[CH:35][CH:34]=1, predict the reactants needed to synthesize it. The reactants are: [CH3:1][C@@H:2]1[CH2:6][CH2:5][CH2:4][NH:3]1.Br[C:8]1[CH:13]=[CH:12][C:11]([S:14]([N:17]2[CH2:26][CH2:25][C:24]3[C@:19]([CH2:37][O:38][CH3:39])([CH2:20][C:21]4[CH:29]=[N:28][N:27]([C:30]5[CH:35]=[CH:34][C:33]([F:36])=[CH:32][CH:31]=5)[C:22]=4[CH:23]=3)[CH2:18]2)(=[O:16])=[O:15])=[CH:10][CH:9]=1.